This data is from Reaction yield outcomes from USPTO patents with 853,638 reactions. The task is: Predict the reaction yield, written as a fraction of the theoretical maximum amount of product (1.0 means a 100% yield; for example, 0.34 means a 34% yield). (1) The reactants are [Cl:1][C:2]1[N:7]=[C:6](Cl)[CH:5]=[CH:4][N:3]=1.[OH:9][C:10]1[CH:14]=[CH:13][S:12][C:11]=1[C:15]([O:17][CH3:18])=[O:16].C(=O)([O-])[O-].[K+].[K+].C(O)(=O)CC(CC(O)=O)(C(O)=O)O. The catalyst is CN(C=O)C. The product is [Cl:1][C:2]1[N:7]=[C:6]([O:9][C:10]2[CH:14]=[CH:13][S:12][C:11]=2[C:15]([O:17][CH3:18])=[O:16])[CH:5]=[CH:4][N:3]=1. The yield is 0.620. (2) The reactants are C[O:2][C:3]([C:5]1[CH2:10][CH:9]([CH2:11][CH2:12][O:13][CH2:14][C:15]2[CH:20]=[CH:19][CH:18]=[CH:17][CH:16]=2)[CH2:8][CH2:7][CH:6]=1)=O.CC(C[AlH]CC(C)C)C. The catalyst is C1COCC1. The product is [CH2:14]([O:13][CH2:12][CH2:11][CH:9]1[CH2:10][C:5]([CH2:3][OH:2])=[CH:6][CH2:7][CH2:8]1)[C:15]1[CH:20]=[CH:19][CH:18]=[CH:17][CH:16]=1. The yield is 0.800. (3) The reactants are [N:1]1[C:6]2[CH:7]=[CH:8][CH:9]=[CH:10][C:5]=2[N:4]=[C:3]([N:11]2[CH2:16][CH2:15][N:14]([C:17]([NH:19][C:20]3[C:21]([C:25]([O:27]C)=[O:26])=[CH:22][S:23][CH:24]=3)=[O:18])[CH2:13][CH2:12]2)[N:2]=1.O.[OH-].[Li+].Cl. The catalyst is C1COCC1.CO.O. The product is [N:1]1[C:6]2[CH:7]=[CH:8][CH:9]=[CH:10][C:5]=2[N:4]=[C:3]([N:11]2[CH2:16][CH2:15][N:14]([C:17]([NH:19][C:20]3[C:21]([C:25]([OH:27])=[O:26])=[CH:22][S:23][CH:24]=3)=[O:18])[CH2:13][CH2:12]2)[N:2]=1. The yield is 0.340. (4) The reactants are [OH:1][C:2]1[CH:11]=[C:10]([S:12][CH2:13][CH3:14])[CH:9]=[CH:8][C:3]=1[C:4]([O:6][CH3:7])=[O:5].[C:15]([O:19][C:20]([NH:22][CH2:23][CH2:24][CH2:25]O)=[O:21])([CH3:18])([CH3:17])[CH3:16]. No catalyst specified. The product is [C:15]([O:19][C:20]([NH:22][CH2:23][CH2:24][CH2:25][O:1][C:2]1[CH:11]=[C:10]([S:12][CH2:13][CH3:14])[CH:9]=[CH:8][C:3]=1[C:4]([O:6][CH3:7])=[O:5])=[O:21])([CH3:18])([CH3:17])[CH3:16]. The yield is 0.850. (5) The reactants are [Br:1][C:2]1[CH:3]=[C:4]([CH2:20][CH2:21][C:22]([OH:24])=[O:23])[CH:5]=[C:6]([Br:19])[C:7]=1[O:8][CH2:9][C:10]1[CH:15]=[CH:14][CH:13]=[C:12]([N+:16]([O-])=O)[CH:11]=1.[O-]S(S([O-])=O)=O.[Na+].[Na+]. The catalyst is C(O)C. The product is [Br:1][C:2]1[CH:3]=[C:4]([CH2:20][CH2:21][C:22]([OH:24])=[O:23])[CH:5]=[C:6]([Br:19])[C:7]=1[O:8][CH2:9][C:10]1[CH:15]=[CH:14][CH:13]=[C:12]([NH2:16])[CH:11]=1. The yield is 0.290. (6) The reactants are [NH2:1][C:2]1[CH:14]=[CH:13][C:5]([CH:6]=[CH:7][C:8]([O:10][CH2:11][CH3:12])=[O:9])=[CH:4][CH:3]=1.[N:15]1[CH:20]=[CH:19]C=CC=1.[OH-].[Na+].[C:23]([O-:26])(O)=O.[Na+].[CH2:28](Cl)Cl. No catalyst specified. The product is [NH2:15][C:20]([CH3:19])([CH3:28])[C:23]([NH:1][C:2]1[CH:3]=[CH:4][C:5](/[CH:6]=[CH:7]/[C:8]([O:10][CH2:11][CH3:12])=[O:9])=[CH:13][CH:14]=1)=[O:26]. The yield is 1.01. (7) The reactants are [NH2:1][C:2]1[N:7]=[C:6]([NH2:8])[CH:5]=[C:4]([OH:9])[N:3]=1.C(O[Na])(C)=O.Br[CH:16]([CH:20]([CH3:22])[CH3:21])[CH2:17]C=O. The catalyst is CC#N.O. The product is [NH2:1][C:2]1[NH:3][C:4](=[O:9])[C:5]2[C:16]([CH:20]([CH3:22])[CH3:21])=[CH:17][NH:8][C:6]=2[N:7]=1. The yield is 0.400. (8) The reactants are [Cl:1][C:2]1[CH:7]=[CH:6][C:5]([S:8]([N:11]([CH2:19][C:20]2[CH:29]=[CH:28][C:23]([C:24]([O:26]C)=[O:25])=[C:22]([F:30])[C:21]=2[F:31])[CH:12]2[CH2:17][CH2:16][CH2:15][CH2:14][CH:13]2[OH:18])(=[O:10])=[O:9])=[CH:4][CH:3]=1.O.[OH-].[Li+]. The product is [Cl:1][C:2]1[CH:7]=[CH:6][C:5]([S:8]([N:11]([CH2:19][C:20]2[CH:29]=[CH:28][C:23]([C:24]([OH:26])=[O:25])=[C:22]([F:30])[C:21]=2[F:31])[CH:12]2[CH2:17][CH2:16][CH2:15][CH2:14][CH:13]2[OH:18])(=[O:9])=[O:10])=[CH:4][CH:3]=1. No catalyst specified. The yield is 0.926.